From a dataset of Full USPTO retrosynthesis dataset with 1.9M reactions from patents (1976-2016). Predict the reactants needed to synthesize the given product. The reactants are: [C:1]1([NH:7][C:8](=[O:29])[O:9][CH:10]2[CH2:17][CH:16]3[CH:12]([CH2:13][CH:14]([NH:18][CH2:19][C:20]([N:22]4[CH2:26][CH2:25][CH2:24][CH:23]4[C:27]#[N:28])=[O:21])[CH2:15]3)[CH2:11]2)[CH:6]=[CH:5][CH:4]=[CH:3][CH:2]=1.[ClH:30]. Given the product [ClH:30].[C:1]1([NH:7][C:8](=[O:29])[O:9][CH:10]2[CH2:11][CH:12]3[CH:16]([CH2:15][CH:14]([NH:18][CH2:19][C:20]([N:22]4[CH2:26][CH2:25][CH2:24][CH:23]4[C:27]#[N:28])=[O:21])[CH2:13]3)[CH2:17]2)[CH:6]=[CH:5][CH:4]=[CH:3][CH:2]=1, predict the reactants needed to synthesize it.